From a dataset of Reaction yield outcomes from USPTO patents with 853,638 reactions. Predict the reaction yield, written as a fraction of the theoretical maximum amount of product (1.0 means a 100% yield; for example, 0.34 means a 34% yield). (1) The reactants are [CH3:1][C:2]1[N:3]=[CH:4][NH:5][CH:6]=1.Cl[C:8]1[CH:13]=[CH:12][C:11]([N+:14]([O-:16])=[O:15])=[CH:10][C:9]=1[O:17][CH3:18].[OH-].[K+].O. The catalyst is CS(C)=O. The product is [CH3:18][O:17][C:9]1[CH:10]=[C:11]([N+:14]([O-:16])=[O:15])[CH:12]=[CH:13][C:8]=1[N:5]1[CH:6]=[C:2]([CH3:1])[N:3]=[CH:4]1. The yield is 0.200. (2) The reactants are Br[C@H:2]([CH:6]([CH3:8])[CH3:7])[C:3]([OH:5])=[O:4].[C:9]([O-:17])(=[S:16])[C:10]1[CH:15]=[CH:14][CH:13]=[CH:12][CH:11]=1.[Cs+]. The catalyst is CN(C=O)C.CCOCC. The product is [C:9]([S:16][C@@H:2]([CH:6]([CH3:8])[CH3:7])[C:3]([OH:5])=[O:4])(=[O:17])[C:10]1[CH:15]=[CH:14][CH:13]=[CH:12][CH:11]=1. The yield is 0.720.